This data is from Forward reaction prediction with 1.9M reactions from USPTO patents (1976-2016). The task is: Predict the product of the given reaction. (1) Given the reactants [CH2:1]([O:3][C:4]([C@H:6]1[C@H:10]([C:11]([OH:13])=[O:12])[CH2:9][N:8](CC2C=CC=CC=2)[CH2:7]1)=[O:5])[CH3:2].C(O[C:26](=[O:32])[O:27][C:28]([CH3:31])([CH3:30])[CH3:29])(C)(C)C.CCOC(C)=O, predict the reaction product. The product is: [CH2:1]([O:3][C:4]([C@H:6]1[C@H:10]([C:11]([OH:13])=[O:12])[CH2:9][N:8]([C:26]([O:27][C:28]([CH3:29])([CH3:30])[CH3:31])=[O:32])[CH2:7]1)=[O:5])[CH3:2]. (2) Given the reactants C(#N)C.C(=O)([O-])[O-].[Na+].[Na+].Br[C:11]1[CH:20]=[C:19]([C:21]([O:23][CH3:24])=[O:22])[C:14]2[N:15]([CH3:18])[N:16]=[N:17][C:13]=2[CH:12]=1.CC1(C)C(C)(C)OB([C:33]2[CH:38]=[CH:37][C:36]([C:39]3[CH:44]=[CH:43][CH:42]=[CH:41][C:40]=3[CH3:45])=[CH:35][CH:34]=2)O1, predict the reaction product. The product is: [CH3:18][N:15]1[C:14]2[C:19]([C:21]([O:23][CH3:24])=[O:22])=[CH:20][C:11]([C:33]3[CH:38]=[CH:37][C:36]([C:39]4[CH:44]=[CH:43][CH:42]=[CH:41][C:40]=4[CH3:45])=[CH:35][CH:34]=3)=[CH:12][C:13]=2[N:17]=[N:16]1. (3) Given the reactants C(O)(C(F)(F)F)=O.[NH2:8][C:9]1[C:14]2[C:15](=[O:29])[N:16](CC3C=CC(OC)=CC=3)[CH2:17][CH2:18][O:19][C:13]=2[N:12]=[CH:11][N:10]=1.C1(OC)C=CC=CC=1, predict the reaction product. The product is: [NH2:8][C:9]1[C:14]2[C:15](=[O:29])[NH:16][CH2:17][CH2:18][O:19][C:13]=2[N:12]=[CH:11][N:10]=1. (4) Given the reactants [F:1][C:2]1[CH:7]=[CH:6][C:5]([C@@H:8]([NH:10][C:11]2[N:19]=[C:18]([NH:20][C:21]3[CH:26]=[N:25][CH:24]=[CH:23][N:22]=3)[CH:17]=[CH:16][C:12]=2[C:13](O)=[O:14])[CH3:9])=[CH:4][CH:3]=1.F[P-](F)(F)(F)(F)F.[N:34]1(OC(N(C)C)=[N+](C)C)[C:38]2C=CC=CC=2N=N1.C(N(CC)CC)C.CN.O1CCCC1, predict the reaction product. The product is: [F:1][C:2]1[CH:7]=[CH:6][C:5]([C@@H:8]([NH:10][C:11]2[N:19]=[C:18]([NH:20][C:21]3[CH:26]=[N:25][CH:24]=[CH:23][N:22]=3)[CH:17]=[CH:16][C:12]=2[C:13]([NH:34][CH3:38])=[O:14])[CH3:9])=[CH:4][CH:3]=1. (5) Given the reactants O.[OH-].[Li+].[NH2:4][C:5]([C:7]1[N:12]=[C:11]([C:13]2[CH:18]=[CH:17][C:16]([C@H:19]3[CH2:24][CH2:23][C@H:22]([C:25]([O:27]C)=[O:26])[CH2:21][CH2:20]3)=[CH:15][CH:14]=2)[C:10]([CH3:29])=[N:9][CH:8]=1)=[O:6], predict the reaction product. The product is: [NH2:4][C:5]([C:7]1[N:12]=[C:11]([C:13]2[CH:14]=[CH:15][C:16]([C@H:19]3[CH2:20][CH2:21][C@H:22]([C:25]([OH:27])=[O:26])[CH2:23][CH2:24]3)=[CH:17][CH:18]=2)[C:10]([CH3:29])=[N:9][CH:8]=1)=[O:6]. (6) The product is: [CH2:25]([N:12]1[C:11]2[CH:10]=[CH:9][C:8]([CH:16]=[O:17])=[CH:7][C:6]=2[C:5]2[C:13]1=[CH:14][CH:15]=[C:3]([O:2][CH3:1])[CH:4]=2)[CH3:26]. Given the reactants [CH3:1][O:2][C:3]1[CH:4]=[C:5]2[C:13](=[CH:14][CH:15]=1)[NH:12][C:11]1[CH:10]=[CH:9][C:8]([CH:16]=[O:17])=[CH:7][C:6]2=1.C(=O)([O-])[O-].[Cs+].[Cs+].I[CH2:25][CH3:26], predict the reaction product.